From a dataset of TCR-epitope binding with 47,182 pairs between 192 epitopes and 23,139 TCRs. Binary Classification. Given a T-cell receptor sequence (or CDR3 region) and an epitope sequence, predict whether binding occurs between them. (1) The epitope is KAYNVTQAF. The TCR CDR3 sequence is CASSQVQGVKNTEAFF. Result: 1 (the TCR binds to the epitope). (2) The epitope is YSEHPTFTSQY. The TCR CDR3 sequence is CASSFALLPTPNYGYTF. Result: 0 (the TCR does not bind to the epitope). (3) The epitope is AVFDRKSDAK. The TCR CDR3 sequence is CSVELAGSTDTQYF. Result: 1 (the TCR binds to the epitope). (4) The epitope is SEVGPEHSLAEY. The TCR CDR3 sequence is CASSQDPLASGGADTQYF. Result: 1 (the TCR binds to the epitope). (5) The epitope is SFHSLHLLF. The TCR CDR3 sequence is CASSPDRGSYNEQFF. Result: 0 (the TCR does not bind to the epitope). (6) The epitope is PKYVKQNTLKLAT. The TCR CDR3 sequence is CASSSSGDGYTF. Result: 1 (the TCR binds to the epitope). (7) The epitope is KTSVDCTMYI. The TCR CDR3 sequence is CATSYPGTSGSYEQFF. Result: 1 (the TCR binds to the epitope).